From a dataset of Forward reaction prediction with 1.9M reactions from USPTO patents (1976-2016). Predict the product of the given reaction. (1) Given the reactants [Cl:1][C:2]1[CH:3]=[N:4][C:5]2[NH:6][C:7]3[CH:8]=[CH:9][CH:10]=[C:11]([CH:23]=3)[CH2:12][NH:13][C:14]3[CH:22]=[C:18]([NH:19][C:20]=1[N:21]=2)[CH:17]=[CH:16][CH:15]=3.[CH3:24][C:25]1[CH:33]=[CH:32][C:28]([C:29](Cl)=[O:30])=[CH:27][CH:26]=1, predict the reaction product. The product is: [Cl:1][C:2]1[CH:3]=[N:4][C:5]2[NH:6][C:7]3[CH:8]=[CH:9][CH:10]=[C:11]([CH:23]=3)[CH2:12][N:13]([C:29](=[O:30])[C:28]3[CH:32]=[CH:33][C:25]([CH3:24])=[CH:26][CH:27]=3)[C:14]3[CH:22]=[C:18]([NH:19][C:20]=1[N:21]=2)[CH:17]=[CH:16][CH:15]=3. (2) The product is: [C:1]([CH:3]([C:20]1[CH:25]=[CH:24][CH:23]=[CH:22][C:21]=1[O:26][CH3:27])[NH:4][C:5](=[O:19])[C@H:6]([CH2:15][CH:16]([CH3:18])[CH3:17])[NH:7][C:8]1[CH:13]=[CH:12][N:11]=[C:10]([N:28]2[CH2:33][CH2:32][O:31][CH2:30][CH2:29]2)[N:9]=1)#[N:2]. Given the reactants [C:1]([CH:3]([C:20]1[CH:25]=[CH:24][CH:23]=[CH:22][C:21]=1[O:26][CH3:27])[NH:4][C:5](=[O:19])[C@H:6]([CH2:15][CH:16]([CH3:18])[CH3:17])[NH:7][C:8]1[CH:13]=[CH:12][N:11]=[C:10](F)[N:9]=1)#[N:2].[NH:28]1[CH2:33][CH2:32][O:31][CH2:30][CH2:29]1.C(N(CC)C(C)C)(C)C.C(OCC)(=O)C.CCCC(C)C, predict the reaction product. (3) Given the reactants [Cl:1][C:2]1[CH:7]=[CH:6][C:5]([NH2:8])=[CH:4][C:3]=1[C:9]1[O:10][C:11]2[C:16]([N:17]=1)=[CH:15][CH:14]=[CH:13][N:12]=2.[C:18]([CH2:20][C:21](O)=[O:22])#[N:19].C(N(C(C)C)CC)(C)C.Cl.CN(C)CCCN=C=NCC, predict the reaction product. The product is: [Cl:1][C:2]1[CH:7]=[CH:6][C:5]([NH:8][C:21](=[O:22])[CH2:20][C:18]#[N:19])=[CH:4][C:3]=1[C:9]1[O:10][C:11]2[C:16]([N:17]=1)=[CH:15][CH:14]=[CH:13][N:12]=2. (4) Given the reactants [Cl:1][C:2]1[CH:12]=[CH:11][C:10]([C:13]2[CH:22]=[CH:21][C:20]3[C:15](=[CH:16][CH:17]=[C:18]([O:23][CH2:24][C:25]4[C:26]([C:33]5[C:38]([Cl:39])=[CH:37][CH:36]=[CH:35][C:34]=5[Cl:40])=[N:27][O:28][C:29]=4[CH:30]([CH3:32])[CH3:31])[CH:19]=3)[CH:14]=2)=[CH:9][C:3]=1[C:4]([O:6]CC)=[O:5].[OH-].[Na+].C(O)C, predict the reaction product. The product is: [Cl:1][C:2]1[CH:12]=[CH:11][C:10]([C:13]2[CH:22]=[CH:21][C:20]3[C:15](=[CH:16][CH:17]=[C:18]([O:23][CH2:24][C:25]4[C:26]([C:33]5[C:34]([Cl:40])=[CH:35][CH:36]=[CH:37][C:38]=5[Cl:39])=[N:27][O:28][C:29]=4[CH:30]([CH3:32])[CH3:31])[CH:19]=3)[CH:14]=2)=[CH:9][C:3]=1[C:4]([OH:6])=[O:5]. (5) Given the reactants [NH:1]1[CH2:12][CH2:11][NH:10][CH2:9][CH2:8][NH:7][CH2:6][CH2:5][NH:4][CH2:3][CH2:2]1.[CH2:13]([O:20][C:21](=[O:38])[CH:22](Br)[CH2:23][CH2:24][CH2:25][N:26]1[C:34](=[O:35])[C:33]2[C:28](=[CH:29][CH:30]=[CH:31][CH:32]=2)[C:27]1=[O:36])[C:14]1[CH:19]=[CH:18][CH:17]=[CH:16][CH:15]=1, predict the reaction product. The product is: [CH2:13]([O:20][C:21](=[O:38])[CH:22]([N:1]1[CH2:12][CH2:11][NH:10][CH2:9][CH2:8][NH:7][CH2:6][CH2:5][NH:4][CH2:3][CH2:2]1)[CH2:23][CH2:24][CH2:25][N:26]1[C:27](=[O:36])[C:28]2[C:33](=[CH:32][CH:31]=[CH:30][CH:29]=2)[C:34]1=[O:35])[C:14]1[CH:15]=[CH:16][CH:17]=[CH:18][CH:19]=1. (6) Given the reactants [CH3:1][O:2][C:3]1[CH:29]=[CH:28][C:6]([CH2:7][CH2:8][N:9]([S:16]([C:19]2[CH:24]=[CH:23][C:22]([N+:25]([O-])=O)=[CH:21][CH:20]=2)(=[O:18])=[O:17])[CH2:10][CH2:11][C:12]([O:14][CH3:15])=[O:13])=[CH:5][CH:4]=1.CO.C(OCC)(=O)C.C([O-])=O.[NH4+], predict the reaction product. The product is: [CH3:1][O:2][C:3]1[CH:4]=[CH:5][C:6]([CH2:7][CH2:8][N:9]([S:16]([C:19]2[CH:20]=[CH:21][C:22]([NH2:25])=[CH:23][CH:24]=2)(=[O:17])=[O:18])[CH2:10][CH2:11][C:12]([O:14][CH3:15])=[O:13])=[CH:28][CH:29]=1. (7) Given the reactants Br[C:2]1[C:3]([O:8][C:9]2[CH:14]=[CH:13][C:12]([C:15]([C:17]3[N:21]([CH3:22])[C:20]4[CH:23]=[CH:24][CH:25]=[CH:26][C:19]=4[N:18]=3)=[O:16])=[CH:11][CH:10]=2)=[N:4][CH:5]=[CH:6][CH:7]=1.C(N(CC)CC)C.[CH3:34][Si:35]([C:38]#[CH:39])([CH3:37])[CH3:36], predict the reaction product. The product is: [CH3:22][N:21]1[C:20]2[CH:23]=[CH:24][CH:25]=[CH:26][C:19]=2[N:18]=[C:17]1[C:15]([C:12]1[CH:13]=[CH:14][C:9]([O:8][C:3]2[C:2]([C:39]#[C:38][Si:35]([CH3:37])([CH3:36])[CH3:34])=[CH:7][CH:6]=[CH:5][N:4]=2)=[CH:10][CH:11]=1)=[O:16]. (8) Given the reactants Br[C:2]1[C:3]2[C:4]3[CH:17]=[CH:16][S:15][C:5]=3[C:6](=[O:14])[NH:7][C:8]=2[CH:9]=[CH:10][C:11]=1[O:12][CH3:13].[OH:18][CH2:19][CH:20]([NH:22][S:23]([C:26]1[CH:31]=[CH:30][C:29](B2OC(C)(C)C(C)(C)O2)=[CH:28][CH:27]=1)(=[O:25])=[O:24])[CH3:21], predict the reaction product. The product is: [OH:18][CH2:19][CH:20]([NH:22][S:23]([C:26]1[CH:31]=[CH:30][CH:29]=[CH:28][C:27]=1[C:2]1[C:3]2[C:4]3[CH:17]=[CH:16][S:15][C:5]=3[C:6](=[O:14])[NH:7][C:8]=2[CH:9]=[CH:10][C:11]=1[O:12][CH3:13])(=[O:25])=[O:24])[CH3:21]. (9) Given the reactants [OH-].[Na+].[Cl:3][C:4]1[CH:5]=[C:6]([C:14]2[O:18][N:17]=[C:16]([C:19]3[C:20]([CH3:32])=[C:21]([CH2:25][C@@H:26]([CH3:31])[C:27]([O:29]C)=[O:28])[CH:22]=[CH:23][CH:24]=3)[N:15]=2)[CH:7]=[N:8][C:9]=1[O:10][CH:11]([CH3:13])[CH3:12].Cl, predict the reaction product. The product is: [Cl:3][C:4]1[CH:5]=[C:6]([C:14]2[O:18][N:17]=[C:16]([C:19]3[C:20]([CH3:32])=[C:21]([CH2:25][C@@H:26]([CH3:31])[C:27]([OH:29])=[O:28])[CH:22]=[CH:23][CH:24]=3)[N:15]=2)[CH:7]=[N:8][C:9]=1[O:10][CH:11]([CH3:12])[CH3:13]. (10) Given the reactants [Br:1][C:2]1[CH:3]=[C:4]2[C:9](=[CH:10][C:11]=1[O:12][CH3:13])[N:8]([C@@H:14]([CH:17]([CH3:19])[CH3:18])[CH2:15][OH:16])[CH:7]=[C:6]([C:20]([O:22][CH2:23][CH3:24])=[O:21])[C:5]2=[O:25].N1C=CN=C1.[C:31]([Si:35](Cl)([CH3:37])[CH3:36])([CH3:34])([CH3:33])[CH3:32], predict the reaction product. The product is: [Br:1][C:2]1[CH:3]=[C:4]2[C:9](=[CH:10][C:11]=1[O:12][CH3:13])[N:8]([C@@H:14]([CH:17]([CH3:18])[CH3:19])[CH2:15][O:16][Si:35]([C:31]([CH3:34])([CH3:33])[CH3:32])([CH3:37])[CH3:36])[CH:7]=[C:6]([C:20]([O:22][CH2:23][CH3:24])=[O:21])[C:5]2=[O:25].